Dataset: NCI-60 drug combinations with 297,098 pairs across 59 cell lines. Task: Regression. Given two drug SMILES strings and cell line genomic features, predict the synergy score measuring deviation from expected non-interaction effect. Drug 2: C(CC(=O)O)C(=O)CN.Cl. Synergy scores: CSS=14.4, Synergy_ZIP=-1.42, Synergy_Bliss=3.28, Synergy_Loewe=4.81, Synergy_HSA=5.07. Drug 1: C1=CC(=CC=C1CCC2=CNC3=C2C(=O)NC(=N3)N)C(=O)NC(CCC(=O)O)C(=O)O. Cell line: NCI-H226.